Dataset: Peptide-MHC class I binding affinity with 185,985 pairs from IEDB/IMGT. Task: Regression. Given a peptide amino acid sequence and an MHC pseudo amino acid sequence, predict their binding affinity value. This is MHC class I binding data. (1) The peptide sequence is FISDNKKEY. The MHC is HLA-A68:01 with pseudo-sequence HLA-A68:01. The binding affinity (normalized) is 0.181. (2) The peptide sequence is ALNSVANRSK. The MHC is HLA-A68:01 with pseudo-sequence HLA-A68:01. The binding affinity (normalized) is 0.0538. (3) The peptide sequence is NLFDIPLLTV. The MHC is HLA-B54:01 with pseudo-sequence HLA-B54:01. The binding affinity (normalized) is 0.0902. (4) The MHC is HLA-A03:01 with pseudo-sequence HLA-A03:01. The peptide sequence is DIFVSLVKK. The binding affinity (normalized) is 0.149. (5) The peptide sequence is TLYCVHQGI. The MHC is HLA-B57:01 with pseudo-sequence HLA-B57:01. The binding affinity (normalized) is 0.196. (6) The peptide sequence is SAEVVTLWY. The MHC is HLA-A01:01 with pseudo-sequence HLA-A01:01. The binding affinity (normalized) is 0.943. (7) The peptide sequence is VMAPRTLVL. The MHC is HLA-B15:42 with pseudo-sequence HLA-B15:42. The binding affinity (normalized) is 0.213. (8) The peptide sequence is PIYSHTERDK. The MHC is HLA-A33:01 with pseudo-sequence HLA-A33:01. The binding affinity (normalized) is 0. (9) The peptide sequence is LAYFPVFRFLNGS. The MHC is HLA-B40:02 with pseudo-sequence HLA-B40:02. The binding affinity (normalized) is 0.